From a dataset of Full USPTO retrosynthesis dataset with 1.9M reactions from patents (1976-2016). Predict the reactants needed to synthesize the given product. (1) Given the product [C:1]([O:5][C:6](=[O:19])[C:7]([S:10][C:11]1[S:12][CH:13]=[C:14]([CH2:16][CH2:17][O:18][C:21]2[CH:22]=[CH:23][C:24]([NH:27][C:28](=[O:35])[C:29]3[CH:34]=[CH:33][CH:32]=[CH:31][CH:30]=3)=[CH:25][CH:26]=2)[N:15]=1)([CH3:9])[CH3:8])([CH3:2])([CH3:4])[CH3:3], predict the reactants needed to synthesize it. The reactants are: [C:1]([O:5][C:6](=[O:19])[C:7]([S:10][C:11]1[S:12][CH:13]=[C:14]([CH2:16][CH2:17][OH:18])[N:15]=1)([CH3:9])[CH3:8])([CH3:4])([CH3:3])[CH3:2].O[C:21]1[CH:26]=[CH:25][C:24]([NH:27][C:28](=[O:35])[C:29]2[CH:34]=[CH:33][CH:32]=[CH:31][CH:30]=2)=[CH:23][CH:22]=1.C1(P(C2C=CC=CC=2)C2C=CC=CC=2)C=CC=CC=1.[N+](C(OCC)=O)(C(OCC)=O)=[N-]. (2) Given the product [Br:19][C:20]1[CH:27]=[CH:26][C:23]([CH2:24][N:10]([C@H:11]([CH2:15][CH:16]2[CH2:17][CH2:18]2)[C:12]([NH2:14])=[O:13])[S:7]([C:5]2[S:6][C:2]([Cl:1])=[CH:3][CH:4]=2)(=[O:8])=[O:9])=[CH:22][C:21]=1[F:28], predict the reactants needed to synthesize it. The reactants are: [Cl:1][C:2]1[S:6][C:5]([S:7]([NH:10][C@H:11]([CH2:15][CH:16]2[CH2:18][CH2:17]2)[C:12]([NH2:14])=[O:13])(=[O:9])=[O:8])=[CH:4][CH:3]=1.[Br:19][C:20]1[CH:27]=[CH:26][C:23]([CH2:24]Br)=[CH:22][C:21]=1[F:28].C([O-])([O-])=O.[Cs+].[Cs+]. (3) Given the product [CH3:32][C:31]1[CH:30]=[CH:29][C:28]([C:2]2[N:3]=[C:4]([N:19]3[CH2:24][CH2:23][O:22][CH2:21][CH2:20]3)[C:5]3[S:10][C:9]([CH2:11][N:12]4[CH2:17][CH2:16][N:15]([CH3:18])[CH2:14][CH2:13]4)=[CH:8][C:6]=3[N:7]=2)=[CH:27][C:26]=1[NH2:25], predict the reactants needed to synthesize it. The reactants are: Cl[C:2]1[N:3]=[C:4]([N:19]2[CH2:24][CH2:23][O:22][CH2:21][CH2:20]2)[C:5]2[S:10][C:9]([CH2:11][N:12]3[CH2:17][CH2:16][N:15]([CH3:18])[CH2:14][CH2:13]3)=[CH:8][C:6]=2[N:7]=1.[NH2:25][C:26]1[CH:27]=[C:28](B(O)O)[CH:29]=[CH:30][C:31]=1[CH3:32]. (4) Given the product [C:1]([O:5][C:6](=[O:7])[NH:8][C:9]1[CH:14]=[CH:13][CH:12]=[CH:11][C:10]=1[NH:15][C:16](=[O:17])/[CH:18]=[CH:19]/[C:20]1[CH:25]=[CH:24][C:23]([CH:26]([C:27](=[O:28])[NH:68][C:65]2[CH:66]=[CH:67][C:62]([Br:61])=[CH:63][CH:64]=2)[CH2:30][CH2:31][O:32][Si:33]([C:36]([CH3:38])([CH3:37])[CH3:39])([CH3:34])[CH3:35])=[CH:22][CH:21]=1)([CH3:4])([CH3:2])[CH3:3], predict the reactants needed to synthesize it. The reactants are: [C:1]([O:5][C:6]([NH:8][C:9]1[CH:14]=[CH:13][CH:12]=[CH:11][C:10]=1[NH:15][C:16](/[CH:18]=[CH:19]/[C:20]1[CH:25]=[CH:24][C:23]([CH:26]([CH2:30][CH2:31][O:32][Si:33]([C:36]([CH3:39])([CH3:38])[CH3:37])([CH3:35])[CH3:34])[C:27](O)=[O:28])=[CH:22][CH:21]=1)=[O:17])=[O:7])([CH3:4])([CH3:3])[CH3:2].CCN=C=NCCCN(C)C.C1C=CC2N(O)N=NC=2C=1.[Br:61][C:62]1[CH:67]=[CH:66][C:65]([NH2:68])=[CH:64][CH:63]=1. (5) Given the product [ClH:7].[Cl:7][C:8]1[CH:13]=[CH:12][C:11]([Cl:14])=[CH:10][C:9]=1[C:15]1([CH2:20][C:21]([NH2:1])=[NH:22])[CH2:19][CH2:18][CH2:17][CH2:16]1, predict the reactants needed to synthesize it. The reactants are: [NH4+:1].[Cl-].C[Al](C)C.[Cl:7][C:8]1[CH:13]=[CH:12][C:11]([Cl:14])=[CH:10][C:9]=1[C:15]1([CH2:20][C:21]#[N:22])[CH2:19][CH2:18][CH2:17][CH2:16]1.C(OCC)(=O)C. (6) Given the product [C@H:13]12[NH:15][C@H:9]([C@H:8]([C:5]3[CH:4]=[CH:3][C:2]([N:17]([CH3:18])[CH3:16])=[N:7][CH:6]=3)[CH2:14]1)[CH2:10][CH2:11][CH2:12]2, predict the reactants needed to synthesize it. The reactants are: F[C:2]1[N:7]=[CH:6][C:5]([C@H:8]2[CH2:14][C@H:13]3[NH:15][C@@H:9]2[CH2:10][CH2:11][CH2:12]3)=[CH:4][CH:3]=1.[CH3:16][NH:17][CH3:18]. (7) Given the product [CH:3]1([C:9]2([C:3]3[CH:8]=[CH:7][CH:6]=[CH:5][CH:4]=3)[O:14][C:13]3[C:15]([C:18]([OH:20])=[O:19])=[CH:16][S:17][C:12]=3[C:11](=[O:22])[CH2:10]2)[CH2:8][CH2:7][CH2:6][CH2:5][CH2:4]1, predict the reactants needed to synthesize it. The reactants are: [OH-].[Na+].[CH:3]1([C:9]2[O:14][C:13]3[C:15]([C:18]([O:20]C)=[O:19])=[CH:16][S:17][C:12]=3[C:11](=[O:22])[CH:10]=2)[CH2:8][CH2:7][CH2:6][CH2:5][CH2:4]1.Cl. (8) The reactants are: Cl.[OH:2][CH:3]1[CH2:8][CH2:7][NH:6][CH2:5][C:4]1([CH3:13])[C:9]([O:11][CH3:12])=[O:10].CCN(C(C)C)C(C)C.[Br:23][C:24]1[CH:25]=[N:26][C:27](Cl)=[N:28][CH:29]=1. Given the product [Br:23][C:24]1[CH:25]=[N:26][C:27]([N:6]2[CH2:7][CH2:8][CH:3]([OH:2])[C:4]([CH3:13])([C:9]([O:11][CH3:12])=[O:10])[CH2:5]2)=[N:28][CH:29]=1, predict the reactants needed to synthesize it.